From a dataset of Forward reaction prediction with 1.9M reactions from USPTO patents (1976-2016). Predict the product of the given reaction. (1) Given the reactants [N:1]1[C:6]([C:7](OCC)=[O:8])=[CH:5][CH:4]=[CH:3][C:2]=1[C:12]([O:14][CH2:15][CH3:16])=[O:13].[BH4-].[Na+], predict the reaction product. The product is: [OH:8][CH2:7][C:6]1[N:1]=[C:2]([C:12]([O:14][CH2:15][CH3:16])=[O:13])[CH:3]=[CH:4][CH:5]=1. (2) Given the reactants [Cl:1][C:2]1[CH:8]=[CH:7][CH:6]=[C:5]([CH3:9])[C:3]=1[NH2:4].Cl[C:11]1[NH:12][C:13]2[CH:19]=[CH:18][CH:17]=[CH:16][C:14]=2[N:15]=1.Cl, predict the reaction product. The product is: [ClH:1].[NH:12]1[C:13]2[CH:19]=[CH:18][CH:17]=[CH:16][C:14]=2[N:15]=[C:11]1[NH:4][C:3]1[C:5]([CH3:9])=[CH:6][CH:7]=[CH:8][C:2]=1[Cl:1]. (3) Given the reactants C([O:8][C:9]([C:11]1[N:12]=[C:13]([C:29](=[O:33])[N:30]([CH3:32])[CH3:31])[C:14]2[C:19]([C:20]=1[O:21][CH2:22][C:23]1[CH:28]=[CH:27][CH:26]=[CH:25][CH:24]=1)=[CH:18][CH:17]=[CH:16][CH:15]=2)=[O:10])C1C=CC=CC=1.[OH-].[K+], predict the reaction product. The product is: [CH2:22]([O:21][C:20]1[C:19]2[C:14](=[CH:15][CH:16]=[CH:17][CH:18]=2)[C:13]([C:29](=[O:33])[N:30]([CH3:32])[CH3:31])=[N:12][C:11]=1[C:9]([OH:10])=[O:8])[C:23]1[CH:28]=[CH:27][CH:26]=[CH:25][CH:24]=1. (4) Given the reactants [F:1][C:2]1[CH:3]=[C:4]([N:9]2[C:14](=[O:15])[C:13]([CH3:16])=[C:12]([NH:17][C:18]3[CH:23]=[CH:22][CH:21]=[CH:20][CH:19]=3)[N:11]=[CH:10]2)[CH:5]=[CH:6][C:7]=1[OH:8].Cl[C:25]1[C:34]2[C:29](=[CH:30][C:31]([O:37][CH2:38][CH2:39][CH2:40][N:41]3[CH2:46][CH2:45][O:44][CH2:43][CH2:42]3)=[C:32]([O:35][CH3:36])[CH:33]=2)[N:28]=[CH:27][CH:26]=1, predict the reaction product. The product is: [F:1][C:2]1[CH:3]=[C:4]([N:9]2[C:14](=[O:15])[C:13]([CH3:16])=[C:12]([NH:17][C:18]3[CH:23]=[CH:22][CH:21]=[CH:20][CH:19]=3)[N:11]=[CH:10]2)[CH:5]=[CH:6][C:7]=1[O:8][C:25]1[C:34]2[C:29](=[CH:30][C:31]([O:37][CH2:38][CH2:39][CH2:40][N:41]3[CH2:42][CH2:43][O:44][CH2:45][CH2:46]3)=[C:32]([O:35][CH3:36])[CH:33]=2)[N:28]=[CH:27][CH:26]=1. (5) Given the reactants C[O:2][C:3](=[O:19])[CH2:4][CH2:5][CH:6]1[CH2:11][CH2:10][N:9]([C:12]2[CH:17]=[CH:16][C:15]([Cl:18])=[CH:14][CH:13]=2)[CH2:8][CH2:7]1.[OH-].[Li+:21].O1CCCC1, predict the reaction product. The product is: [Li+:21].[Cl:18][C:15]1[CH:16]=[CH:17][C:12]([N:9]2[CH2:8][CH2:7][CH:6]([CH2:5][CH2:4][C:3]([O-:19])=[O:2])[CH2:11][CH2:10]2)=[CH:13][CH:14]=1. (6) Given the reactants [C:1]1(=[O:27])[N:5]([CH2:6][C:7]2[CH:12]=[CH:11][CH:10]=[CH:9][C:8]=2[C:13]2[C:14]([C:19]([OH:21])=O)=[CH:15][CH:16]=[CH:17][CH:18]=2)[C:4](=[O:22])[C:3]2=[CH:23][CH:24]=[CH:25][CH:26]=[C:2]12.[N:28]1[CH:33]=[CH:32][CH:31]=[CH:30][C:29]=1[CH2:34][CH2:35][NH2:36].C1C=CC2N(O)N=NC=2C=1.CC(C)N=C=NC(C)C, predict the reaction product. The product is: [N:28]1[CH:33]=[CH:32][CH:31]=[CH:30][C:29]=1[CH2:34][CH2:35][NH:36][C:19]([C:14]1[C:13]([C:8]2[CH:9]=[CH:10][CH:11]=[CH:12][C:7]=2[CH2:6][N:5]2[C:4](=[O:22])[C:3]3=[CH:23][CH:24]=[CH:25][CH:26]=[C:2]3[C:1]2=[O:27])=[CH:18][CH:17]=[CH:16][CH:15]=1)=[O:21]. (7) The product is: [F:1][C:2]([F:15])([C:8]1[CH:13]=[CH:12][CH:11]=[C:10]([O:14][CH2:54][CH2:53][O:52][CH:49]([CH3:51])[CH3:50])[CH:9]=1)[C:3]([O:5][CH2:6][CH3:7])=[O:4]. Given the reactants [F:1][C:2]([F:15])([C:8]1[CH:13]=[CH:12][CH:11]=[C:10]([OH:14])[CH:9]=1)[C:3]([O:5][CH2:6][CH3:7])=[O:4].N(C(OC(C)C)=O)=NC(OC(C)C)=O.C1(P(C2C=CC=CC=2)C2C=CC=CC=2)C=CC=CC=1.[CH:49]([O:52][CH2:53][CH2:54]O)([CH3:51])[CH3:50], predict the reaction product.